The task is: Regression. Given a peptide amino acid sequence and an MHC pseudo amino acid sequence, predict their binding affinity value. This is MHC class I binding data.. This data is from Peptide-MHC class I binding affinity with 185,985 pairs from IEDB/IMGT. (1) The peptide sequence is ILDIAGFEI. The MHC is HLA-A68:02 with pseudo-sequence HLA-A68:02. The binding affinity (normalized) is 0.275. (2) The peptide sequence is TQVKELGIAI. The MHC is HLA-A02:02 with pseudo-sequence HLA-A02:02. The binding affinity (normalized) is 0.290. (3) The peptide sequence is YSLEYFQFVKK. The MHC is HLA-C14:02 with pseudo-sequence HLA-C14:02. The binding affinity (normalized) is 0.0847. (4) The peptide sequence is PKAENTNTS. The MHC is HLA-A24:02 with pseudo-sequence HLA-A24:02. The binding affinity (normalized) is 0. (5) The peptide sequence is ASKSASVYY. The MHC is HLA-A26:01 with pseudo-sequence HLA-A26:01. The binding affinity (normalized) is 0.0804. (6) The peptide sequence is ETLDVFGPI. The MHC is HLA-B18:01 with pseudo-sequence HLA-B18:01. The binding affinity (normalized) is 0.0847. (7) The peptide sequence is VFTDISMSLY. The MHC is HLA-A03:01 with pseudo-sequence HLA-A03:01. The binding affinity (normalized) is 0.167. (8) The peptide sequence is AVAKCNLNH. The MHC is HLA-A33:01 with pseudo-sequence HLA-A33:01. The binding affinity (normalized) is 0.0182. (9) The peptide sequence is RFNVPGTWR. The MHC is HLA-A11:01 with pseudo-sequence HLA-A11:01. The binding affinity (normalized) is 0.0847.